This data is from NCI-60 drug combinations with 297,098 pairs across 59 cell lines. The task is: Regression. Given two drug SMILES strings and cell line genomic features, predict the synergy score measuring deviation from expected non-interaction effect. Drug 1: CNC(=O)C1=CC=CC=C1SC2=CC3=C(C=C2)C(=NN3)C=CC4=CC=CC=N4. Drug 2: CC(C1=C(C=CC(=C1Cl)F)Cl)OC2=C(N=CC(=C2)C3=CN(N=C3)C4CCNCC4)N. Cell line: NCI-H322M. Synergy scores: CSS=6.05, Synergy_ZIP=0.938, Synergy_Bliss=3.18, Synergy_Loewe=0.565, Synergy_HSA=0.497.